Dataset: Reaction yield outcomes from USPTO patents with 853,638 reactions. Task: Predict the reaction yield, written as a fraction of the theoretical maximum amount of product (1.0 means a 100% yield; for example, 0.34 means a 34% yield). (1) The reactants are C[O:2][C:3]1[N:11]([C@@H:12]2[CH2:15][C@H:14]([NH:16][C:17]3[S:18][C:19]4[CH:25]=[CH:24][CH:23]=[CH:22][C:20]=4[N:21]=3)[CH2:13]2)[C:6]2=[N:7][CH:8]=[CH:9][CH:10]=[C:5]2[N:4]=1.Cl. The product is [S:18]1[C:19]2[CH:25]=[CH:24][CH:23]=[CH:22][C:20]=2[N:21]=[C:17]1[NH:16][C@@H:14]1[CH2:13][C@H:12]([N:11]2[C:6]3=[N:7][CH:8]=[CH:9][CH:10]=[C:5]3[NH:4][C:3]2=[O:2])[CH2:15]1. No catalyst specified. The yield is 0.830. (2) The reactants are [CH3:1][C:2]1[N:3]([C:23]2[CH:28]=[CH:27][CH:26]=[C:25]([C:29]([F:32])([F:31])[F:30])[CH:24]=2)[C:4](=[O:22])[C:5]([C:8]([NH:10][CH2:11][C:12]2[CH:17]=[CH:16][C:15]([S:18]([CH3:21])(=[O:20])=[O:19])=[CH:14][N:13]=2)=[O:9])=[N:6][CH:7]=1.[Br:33]N1C(=O)CCC1=O.O. The catalyst is CN(C=O)C. The product is [Br:33][C:7]1[N:6]=[C:5]([C:8]([NH:10][CH2:11][C:12]2[CH:17]=[CH:16][C:15]([S:18]([CH3:21])(=[O:20])=[O:19])=[CH:14][N:13]=2)=[O:9])[C:4](=[O:22])[N:3]([C:23]2[CH:28]=[CH:27][CH:26]=[C:25]([C:29]([F:30])([F:32])[F:31])[CH:24]=2)[C:2]=1[CH3:1]. The yield is 0.920. (3) The reactants are [O:1]1CC(=O)N=N1.C(OC(=O)CCN[C:14](=[O:27])[C:15]1[CH:20]=[CH:19][C:18]([C:21]2[NH:22][O:23][C:24](=[O:26])[N:25]=2)=[CH:17][CH:16]=1)C.O.[OH-].[Na+]. The catalyst is C1COCC1.CO. The product is [O:23]1[C:24](=[O:26])[N:25]=[C:21]([C:18]2[CH:17]=[CH:16][C:15]([C:14]([OH:27])=[O:1])=[CH:20][CH:19]=2)[NH:22]1. The yield is 0.970. (4) The reactants are [F:1][C:2]1[CH:7]=[CH:6][C:5]([F:8])=[CH:4][C:3]=1[C@H:9]1[CH2:13][C@H:12]([F:14])[CH2:11][N:10]1C(OC(C)(C)C)=O.C(O)(C(F)(F)F)=O. The catalyst is C(Cl)Cl. The product is [F:1][C:2]1[CH:7]=[CH:6][C:5]([F:8])=[CH:4][C:3]=1[C@H:9]1[CH2:13][C@H:12]([F:14])[CH2:11][NH:10]1. The yield is 0.390. (5) The reactants are FC(F)(F)C([N:5]1[CH2:11][CH:10]2[N:12]([C:13]([O:15][C:16]([CH3:19])([CH3:18])[CH3:17])=[O:14])[CH:7]([CH2:8][CH2:9]2)[CH2:6]1)=[O:4].[OH-].[NH4+]. The catalyst is CO. The product is [NH4+:5].[OH-:4].[CH:7]12[N:12]([C:13]([O:15][C:16]([CH3:19])([CH3:18])[CH3:17])=[O:14])[CH:10]([CH2:9][CH2:8]1)[CH2:11][NH:5][CH2:6]2. The yield is 0.0100. (6) The reactants are [F:1][C:2]([F:17])([F:16])[C:3]1[C:4]([N:9]2[CH2:14][CH2:13][NH:12][C:11](=[O:15])[CH2:10]2)=[N:5][CH:6]=[CH:7][CH:8]=1.[Li+].C[Si]([N-][Si](C)(C)C)(C)C.[Cl:28][C:29]1[CH:30]=[CH:31][C:32]2[S:36][C:35]([S:37](Cl)(=[O:39])=[O:38])=[C:34]([CH3:41])[C:33]=2[CH:42]=1. The catalyst is C1COCC1. The product is [Cl:28][C:29]1[CH:30]=[CH:31][C:32]2[S:36][C:35]([S:37]([N:12]3[CH2:13][CH2:14][N:9]([C:4]4[C:3]([C:2]([F:1])([F:16])[F:17])=[CH:8][CH:7]=[CH:6][N:5]=4)[CH2:10][C:11]3=[O:15])(=[O:39])=[O:38])=[C:34]([CH3:41])[C:33]=2[CH:42]=1. The yield is 0.0350. (7) The reactants are [CH2:1]([O:8][C:9]1[CH:14]=[CH:13][C:12](Br)=[CH:11][C:10]=1[F:16])[C:2]1[CH:7]=[CH:6][CH:5]=[CH:4][CH:3]=1.CC1(C)C(C)(C)OB([C:25]2[CH2:30][CH2:29][N:28]([C:31]([O:33][C:34]([CH3:37])(C)C)=[O:32])[CH2:27][CH:26]=2)O1.O.C([O-])([O-])=O.[Na+].[Na+].[C:46](#N)[CH3:47]. The catalyst is C1C=CC([P]([Pd]([P](C2C=CC=CC=2)(C2C=CC=CC=2)C2C=CC=CC=2)([P](C2C=CC=CC=2)(C2C=CC=CC=2)C2C=CC=CC=2)[P](C2C=CC=CC=2)(C2C=CC=CC=2)C2C=CC=CC=2)(C2C=CC=CC=2)C2C=CC=CC=2)=CC=1. The product is [CH2:1]([O:8][C:9]1[CH:14]=[CH:13][C:12]([C:25]2[CH2:30][CH2:29][N:28]([C:31]([O:33][CH2:34][CH2:37][CH2:46][CH3:47])=[O:32])[CH2:27][CH:26]=2)=[CH:11][C:10]=1[F:16])[C:2]1[CH:7]=[CH:6][CH:5]=[CH:4][CH:3]=1. The yield is 0.830. (8) The reactants are [CH2:1]1[C:6](=O)[CH2:5][CH2:4][N:3]([CH2:8][C:9]2[CH:14]=[CH:13][CH:12]=[CH:11][CH:10]=2)[CH2:2]1.Cl.[CH2:16]([NH2:18])[CH3:17].[C-:19]#[N:20].[K+].C(O)(C)C. The catalyst is C(O)C.O. The product is [CH2:8]([N:3]1[CH2:4][CH2:5][C:6]([NH:18][CH2:16][CH3:17])([C:19]#[N:20])[CH2:1][CH2:2]1)[C:9]1[CH:14]=[CH:13][CH:12]=[CH:11][CH:10]=1. The yield is 0.840. (9) The reactants are [S:1]1[C:5]([CH2:6][CH2:7][CH2:8][CH2:9][CH2:10][CH2:11][O:12][CH2:13][C:14]2([CH2:18][CH3:19])[CH2:17][O:16][CH2:15]2)=[CH:4][CH:3]=[C:2]1[C:20]1[S:21][CH:22]=[CH:23][CH:24]=1.C([Li])CCC.C(O[B:34]1[O:38][C:37]([CH3:40])([CH3:39])[C:36]([CH3:42])([CH3:41])[O:35]1)(C)C. The catalyst is C1COCC1. The product is [CH2:18]([C:14]1([CH2:13][O:12][CH2:11][CH2:10][CH2:9][CH2:8][CH2:7][CH2:6][C:5]2[S:1][C:2]([C:20]3[S:21][C:22]([B:34]4[O:38][C:37]([CH3:40])([CH3:39])[C:36]([CH3:42])([CH3:41])[O:35]4)=[CH:23][CH:24]=3)=[CH:3][CH:4]=2)[CH2:17][O:16][CH2:15]1)[CH3:19]. The yield is 0.560.